Dataset: Full USPTO retrosynthesis dataset with 1.9M reactions from patents (1976-2016). Task: Predict the reactants needed to synthesize the given product. (1) Given the product [NH2:13][C:12]1[S:19][C:18]([NH2:20])=[C:17]([C:15]#[N:16])[CH:6]([C:5]2[CH:8]=[CH:9][C:2]([Cl:1])=[CH:3][CH:4]=2)[C:11]=1[C:10]#[N:14], predict the reactants needed to synthesize it. The reactants are: [Cl:1][C:2]1[CH:9]=[CH:8][C:5]([CH:6]=O)=[CH:4][CH:3]=1.[C:10](#[N:14])[CH2:11][C:12]#[N:13].[C:15]([CH2:17][C:18]([NH2:20])=[S:19])#[N:16].O. (2) Given the product [Cl:22][C:23]1[CH:28]=[CH:27][C:26]([C:8]2[N:12]3[N:13]=[CH:14][CH:15]=[CH:16][C:11]3=[N:10][C:9]=2[C:17]([O:19][CH2:20][CH3:21])=[O:18])=[CH:25][C:24]=1[F:32], predict the reactants needed to synthesize it. The reactants are: C(=O)([O-])[O-].[Na+].[Na+].I[C:8]1[N:12]2[N:13]=[CH:14][CH:15]=[CH:16][C:11]2=[N:10][C:9]=1[C:17]([O:19][CH2:20][CH3:21])=[O:18].[Cl:22][C:23]1[CH:28]=[CH:27][C:26](B(O)O)=[CH:25][C:24]=1[F:32]. (3) Given the product [F:74][CH:72]([F:73])[C:63]1[C:64]2[C@H:68]3[CH2:69][C@H:67]3[C:66]([F:71])([F:70])[C:65]=2[N:61]([CH2:60][C:59]([NH:58][C@H:48]([C:37]2[C:36]([C:35]3[C:30]4[N:31]([C:27]([NH:26][S:22]([CH3:25])(=[O:24])=[O:23])=[N:28][N:29]=4)[C:32]([CH3:76])=[CH:33][CH:34]=3)=[CH:41][CH:40]=[C:39]([C:42]#[C:43][C:44]([CH3:47])([CH3:46])[CH3:45])[N:38]=2)[CH2:49][C:50]2[CH:55]=[C:54]([F:56])[CH:53]=[C:52]([F:57])[CH:51]=2)=[O:75])[N:62]=1, predict the reactants needed to synthesize it. The reactants are: ClC1C=CC(B2OC(C)(C)C(C)(C)O2)=C2C=1C(N[S:22]([CH3:25])(=[O:24])=[O:23])=NN2C.[NH2:26][C:27]1[N:31]2[C:32]([CH3:76])=[CH:33][CH:34]=[C:35]([C:36]3[C:37]([C@@H:48]([NH:58][C:59](=[O:75])[CH2:60][N:61]4[C:65]5[C:66]([F:71])([F:70])[C@@H:67]6[CH2:69][C@@H:68]6[C:64]=5[C:63]([CH:72]([F:74])[F:73])=[N:62]4)[CH2:49][C:50]4[CH:55]=[C:54]([F:56])[CH:53]=[C:52]([F:57])[CH:51]=4)=[N:38][C:39]([C:42]#[C:43][C:44]([CH3:47])([CH3:46])[CH3:45])=[CH:40][CH:41]=3)[C:30]2=[N:29][N:28]=1. (4) Given the product [OH:5][CH2:6][CH2:7][O:8][C:9]1[CH:10]=[CH:11][C:12]([C:15]2[CH:19]=[C:18]([CH2:20][O:21][C:22](=[O:24])[NH2:23])[O:17][N:16]=2)=[CH:13][CH:14]=1, predict the reactants needed to synthesize it. The reactants are: [BH4-].[Na+].C([O:5][C:6](=O)[CH2:7][O:8][C:9]1[CH:14]=[CH:13][C:12]([C:15]2[CH:19]=[C:18]([CH2:20][O:21][C:22](=[O:24])[NH2:23])[O:17][N:16]=2)=[CH:11][CH:10]=1)C.